From a dataset of Reaction yield outcomes from USPTO patents with 853,638 reactions. Predict the reaction yield, written as a fraction of the theoretical maximum amount of product (1.0 means a 100% yield; for example, 0.34 means a 34% yield). The reactants are [CH:1]1([C:7]([NH:9][C:10]2[CH:11]=[C:12]([CH:17]3[C:26]([CH3:28])([CH3:27])[CH2:25][C:24]4[C:19](=[CH:20][CH:21]=[C:22]([C:29]([O:31]C)=[O:30])[CH:23]=4)[NH:18]3)[CH:13]=[CH:14][C:15]=2[F:16])=[O:8])[CH2:6][CH2:5][CH2:4][CH2:3][CH2:2]1.[OH-].[Na+]. The catalyst is CO. The product is [CH:1]1([C:7]([NH:9][C:10]2[CH:11]=[C:12]([CH:17]3[C:26]([CH3:28])([CH3:27])[CH2:25][C:24]4[C:19](=[CH:20][CH:21]=[C:22]([C:29]([OH:31])=[O:30])[CH:23]=4)[NH:18]3)[CH:13]=[CH:14][C:15]=2[F:16])=[O:8])[CH2:6][CH2:5][CH2:4][CH2:3][CH2:2]1. The yield is 0.740.